From a dataset of Hepatocyte clearance measurements from AstraZeneca. Regression/Classification. Given a drug SMILES string, predict its absorption, distribution, metabolism, or excretion properties. Task type varies by dataset: regression for continuous measurements (e.g., permeability, clearance, half-life) or binary classification for categorical outcomes (e.g., BBB penetration, CYP inhibition). For this dataset (clearance_hepatocyte_az), we predict log10(clearance) (log10 of the in vitro intrinsic clearance, CLint, in uL/min per 10^6 hepatocytes; values are censored to the assay range of 3 to 150, which is 0.477 to 2.18 on this log10 scale). (1) The compound is CN(CCCOCCOCCc1ccccc1)CCc1ccc(O)c2nc(O)sc12. The log10(clearance) is 2.18. (2) The drug is N#CC1(NC(=O)[C@@H]2CCCC[C@H]2C(=O)N2CCN(c3nc4ccncc4s3)CC2)CC1. The log10(clearance) is 0.690. (3) The drug is O=C(O)COc1ccccc1N1CCC(CN2CCC(Oc3ccc(Cl)c(Cl)c3)CC2)CC1. The log10(clearance) is 0.480. (4) The molecule is Cc1ccc(S(=O)(=O)Nc2c(C(=O)NC3CCCCC3)c(C)nn2-c2ccccc2)cc1. The log10(clearance) is 1.08. (5) The compound is O=c1c2c3n(c(=O)cc2[nH]n1-c1ccccc1Cl)CCCN(Cc1ccccc1)C3. The log10(clearance) is 0.480. (6) The compound is Cc1cc(Nc2nc(N[C@@H](C)c3ccc(F)cn3)c(C#N)cc2Cl)n[nH]1. The log10(clearance) is 0.790. (7) The drug is O=C(O)[C@H](Cc1ccc(F)cc1)N1CCC(CN2CCC(Oc3ccc(Cl)cc3)CC2)CC1. The log10(clearance) is 0.480. (8) The molecule is Cc1cc(F)ccc1-n1nc(C(F)(F)F)cc1-c1ccc2c(c1)NC(=O)CO2. The log10(clearance) is 1.45. (9) The log10(clearance) is 1.86. The drug is Nc1nnc(CCSCCc2nnc(NC(=O)Cc3ccccc3)s2)s1.